Dataset: Full USPTO retrosynthesis dataset with 1.9M reactions from patents (1976-2016). Task: Predict the reactants needed to synthesize the given product. (1) Given the product [C:1]([O:5][C:6]([N:8]1[CH2:13][CH2:12][N:11]2[C:14]([CH3:18])=[N:15][C:16]([Cl:32])=[C:10]2[CH:9]1[CH2:19][CH2:20][C:21]1[CH:26]=[CH:25][C:24]([C:27]([F:30])([F:29])[F:28])=[CH:23][CH:22]=1)=[O:7])([CH3:4])([CH3:3])[CH3:2], predict the reactants needed to synthesize it. The reactants are: [C:1]([O:5][C:6]([N:8]1[CH2:13][CH2:12][N:11]2[C:14]([CH3:18])=[N:15][C:16](I)=[C:10]2[CH:9]1[CH2:19][CH2:20][C:21]1[CH:26]=[CH:25][C:24]([C:27]([F:30])([F:29])[F:28])=[CH:23][CH:22]=1)=[O:7])([CH3:4])([CH3:3])[CH3:2].C(Cl)[Cl:32].CO. (2) The reactants are: [Cl:1][C:2]1[CH:3]=[C:4]([C:10]2[CH:11]=[C:12]3[C:17](=[CH:18][CH:19]=2)[N:16]=[CH:15][C:14]([C:20](=[O:23])[CH2:21][CH3:22])=[C:13]3[NH:24][C:25]2[CH:26]=[CH:27][C:28]([N:31]3[CH2:36][CH2:35][CH2:34][CH:33]([NH:37]C(=O)OC(C)(C)C)[CH2:32]3)=[N:29][CH:30]=2)[CH:5]=[C:6]([Cl:9])[C:7]=1[OH:8].Cl. Given the product [NH2:37][CH:33]1[CH2:34][CH2:35][CH2:36][N:31]([C:28]2[N:29]=[CH:30][C:25]([NH:24][C:13]3[C:12]4[C:17](=[CH:18][CH:19]=[C:10]([C:4]5[CH:3]=[C:2]([Cl:1])[C:7]([OH:8])=[C:6]([Cl:9])[CH:5]=5)[CH:11]=4)[N:16]=[CH:15][C:14]=3[C:20](=[O:23])[CH2:21][CH3:22])=[CH:26][CH:27]=2)[CH2:32]1, predict the reactants needed to synthesize it. (3) Given the product [CH2:11]([N:13]1[C:22]2[CH:21]=[CH:20][C:19]([CH:23]([CH3:25])[CH3:24])=[CH:18][C:17]=2[C:16](=[O:26])[C:15]2[CH:27]([C:34]3[CH:35]=[CH:36][CH:37]=[CH:38][CH:39]=3)[C:28]3[C:33]([C:14]1=2)=[CH:32][CH:31]=[CH:30][CH:29]=3)[CH3:12], predict the reactants needed to synthesize it. The reactants are: C[Si](Cl)(C)C.[I-].[Na+].C(#N)C.[CH2:11]([N:13]1[C:22]2[CH:21]=[CH:20][C:19]([CH:23]([CH3:25])[CH3:24])=[CH:18][C:17]=2[C:16](=[O:26])[C:15]2[C:27](O)([C:34]3[CH:39]=[CH:38][CH:37]=[CH:36][CH:35]=3)[C:28]3[C:33]([C:14]1=2)=[CH:32][CH:31]=[CH:30][CH:29]=3)[CH3:12].S([O-])([O-])=O.[Na+].[Na+]. (4) Given the product [F:1][C:2]1[C:3]([NH:10][C:11]2[C:16]([C:17]3[N:25]=[CH:24][N:23]=[C:22]4[C:18]=3[N:19]=[CH:20][N:21]4[CH:26]3[CH2:31][CH2:30][CH2:29][CH2:28][O:27]3)=[CH:15][CH:14]=[CH:13][N:12]=2)=[C:4]([F:9])[CH:5]=[CH:6][C:7]=1[NH:8][S:41]([C:37]1[C:36]2[O:32][CH2:33][CH2:34][C:35]=2[CH:40]=[CH:39][CH:38]=1)(=[O:42])=[O:43], predict the reactants needed to synthesize it. The reactants are: [F:1][C:2]1[C:7]([NH2:8])=[CH:6][CH:5]=[C:4]([F:9])[C:3]=1[NH:10][C:11]1[C:16]([C:17]2[N:25]=[CH:24][N:23]=[C:22]3[C:18]=2[N:19]=[CH:20][N:21]3[CH:26]2[CH2:31][CH2:30][CH2:29][CH2:28][O:27]2)=[CH:15][CH:14]=[CH:13][N:12]=1.[O:32]1[C:36]2[C:37]([S:41](Cl)(=[O:43])=[O:42])=[CH:38][CH:39]=[CH:40][C:35]=2[CH2:34][CH2:33]1.N1C=CC=CC=1. (5) Given the product [OH:15][B:12]1[C:11]2[CH:16]=[CH:17][C:8]([O:7][C:6]3[CH:18]=[CH:19][C:3]([CH2:2][NH:1][S:27]([C:24]4[CH:25]=[CH:26][C:21]([CH3:20])=[CH:22][CH:23]=4)(=[O:29])=[O:28])=[CH:4][CH:5]=3)=[CH:9][C:10]=2[CH2:14][O:13]1, predict the reactants needed to synthesize it. The reactants are: [NH2:1][CH2:2][C:3]1[CH:19]=[CH:18][C:6]([O:7][C:8]2[CH:17]=[CH:16][C:11]3[B:12]([OH:15])[O:13][CH2:14][C:10]=3[CH:9]=2)=[CH:5][CH:4]=1.[CH3:20][C:21]1[CH:26]=[CH:25][C:24]([S:27](Cl)(=[O:29])=[O:28])=[CH:23][CH:22]=1.CCN(CC)CC. (6) Given the product [C:15]([C:13]1[CH:14]=[C:2]([C:26]2[CH:27]=[CH:28][C:29]([O:30][CH3:31])=[C:24]([F:23])[CH:25]=2)[CH:3]=[C:4]2[C:12]=1[NH:11][C:10]1[CH:9]=[C:8]([C:18]([O:20][CH2:21][CH3:22])=[O:19])[CH:7]=[CH:6][C:5]2=1)(=[O:17])[NH2:16], predict the reactants needed to synthesize it. The reactants are: Br[C:2]1[CH:3]=[C:4]2[C:12](=[C:13]([C:15](=[O:17])[NH2:16])[CH:14]=1)[NH:11][C:10]1[CH:9]=[C:8]([C:18]([O:20][CH2:21][CH3:22])=[O:19])[CH:7]=[CH:6][C:5]2=1.[F:23][C:24]1[CH:25]=[C:26](B2OC(C)(C)C(C)(C)O2)[CH:27]=[CH:28][C:29]=1[O:30][CH3:31].C([O-])([O-])=O.[Na+].[Na+].CO. (7) Given the product [C:15]([C:14](=[C:22]([CH2:7][CH2:8][CH:9]([NH:12][C:13](=[O:17])[C:14]([C:15]#[N:16])=[CH:22][C:21]1[CH:20]=[C:19]([OH:18])[C:26]([OH:27])=[C:25]([OH:28])[CH:24]=1)[CH2:10][CH3:11])[C:21]1[CH:20]=[C:19]([OH:18])[C:26]([OH:27])=[C:25]([OH:28])[CH:24]=1)[C:13]([NH2:12])=[O:17])#[N:16], predict the reactants needed to synthesize it. The reactants are: C(CC(N[CH2:7][CH2:8][CH:9]([NH:12][C:13](=[O:17])[CH2:14][C:15]#[N:16])[CH2:10][CH3:11])=O)#N.[OH:18][C:19]1[CH:20]=[C:21]([CH:24]=[C:25]([OH:28])[C:26]=1[OH:27])[CH:22]=O.